This data is from Catalyst prediction with 721,799 reactions and 888 catalyst types from USPTO. The task is: Predict which catalyst facilitates the given reaction. (1) Reactant: [O:1]1[CH2:6][CH2:5][O:4][C:3](/[C:7](/[C:10]2[CH:15]=[CH:14][CH:13]=[CH:12][C:11]=2[OH:16])=[N:8]\[OH:9])=[N:2]1.[C:17](=O)([O-])[O-].[Na+].[Na+].S(OC)(OC)(=O)=O.Cl. Product: [CH3:17][O:9]/[N:8]=[C:7](/[C:3]1[O:4][CH2:5][CH2:6][O:1][N:2]=1)\[C:10]1[CH:15]=[CH:14][CH:13]=[CH:12][C:11]=1[OH:16]. The catalyst class is: 9. (2) Reactant: [CH2:1]([N:8]1[CH2:12][C@H:11]([C:13]2[CH:18]=[CH:17][C:16]([F:19])=[C:15]([F:20])[CH:14]=2)[C@@H:10]([C@@H:21]([OH:23])[CH3:22])[CH2:9]1)[C:2]1[CH:7]=[CH:6][CH:5]=[CH:4][CH:3]=1.[H-].[Na+].Cl[C:27]1[CH:34]=[CH:33][C:30]([C:31]#[N:32])=[CH:29][N:28]=1. Product: [CH2:1]([N:8]1[CH2:12][C@H:11]([C:13]2[CH:18]=[CH:17][C:16]([F:19])=[C:15]([F:20])[CH:14]=2)[C@@H:10]([C@@H:21]([O:23][C:27]2[CH:34]=[CH:33][C:30]([C:31]#[N:32])=[CH:29][N:28]=2)[CH3:22])[CH2:9]1)[C:2]1[CH:3]=[CH:4][CH:5]=[CH:6][CH:7]=1. The catalyst class is: 3. (3) Reactant: [C:1]1([C:7]([C:21]2[CH:26]=[CH:25][CH:24]=[CH:23][CH:22]=2)([C:9]2[C:10]([C:15]3[CH:20]=[CH:19][CH:18]=[CH:17][CH:16]=3)=[CH:11][CH:12]=[CH:13][CH:14]=2)O)[CH:6]=[CH:5][CH:4]=[CH:3][CH:2]=1.FC(F)(F)C(O)=O.C([O-])(O)=O.[Na+]. Product: [C:1]1([C:7]2([C:21]3[CH:26]=[CH:25][CH:24]=[CH:23][CH:22]=3)[C:16]3[CH:17]=[CH:18][CH:19]=[CH:20][C:15]=3[C:10]3[C:9]2=[CH:14][CH:13]=[CH:12][CH:11]=3)[CH:6]=[CH:5][CH:4]=[CH:3][CH:2]=1. The catalyst class is: 2. (4) Reactant: [CH2:1]([OH:11])[C@H:2]1[O:8][C@H:7]([CH2:9][OH:10])[C@@H:5]([OH:6])[C@@H:3]1[OH:4].[C:12]1([C:18](Cl)([C:25]2[CH:30]=[CH:29][CH:28]=[CH:27][CH:26]=2)[C:19]2[CH:24]=[CH:23][CH:22]=[CH:21][CH:20]=2)[CH:17]=[CH:16][CH:15]=[CH:14][CH:13]=1. Product: [C:12]1([C:18]([C:25]2[CH:30]=[CH:29][CH:28]=[CH:27][CH:26]=2)([C:19]2[CH:24]=[CH:23][CH:22]=[CH:21][CH:20]=2)[O:10][CH2:9][C@H:7]2[O:8][C@H:2]([CH2:1][O:11][C:18]([C:12]3[CH:17]=[CH:16][CH:15]=[CH:14][CH:13]=3)([C:25]3[CH:26]=[CH:27][CH:28]=[CH:29][CH:30]=3)[C:19]3[CH:20]=[CH:21][CH:22]=[CH:23][CH:24]=3)[C@@H:3]([OH:4])[C@@H:5]2[OH:6])[CH:17]=[CH:16][CH:15]=[CH:14][CH:13]=1. The catalyst class is: 298. (5) Reactant: [CH:1]1([CH:4]([NH:8][C:9]2[C:21]3[C:20]4[CH:19]=[CH:18][C:17](B5OC(C)(C)C(C)(C)O5)=[CH:16][C:15]=4[NH:14][C:13]=3[C:12]([C:31]([NH2:33])=[O:32])=[CH:11][N:10]=2)[CH:5]2[CH2:7][CH2:6]2)[CH2:3][CH2:2]1.Cl[C:35]1[N:36]=[N:37][CH:38]=[CH:39][CH:40]=1.C1(P(C2CCCCC2)C2CCCCC2)CCCCC1.[O-]P([O-])([O-])=O.[K+].[K+].[K+]. Product: [CH:1]1([CH:4]([NH:8][C:9]2[C:21]3[C:20]4[CH:19]=[CH:18][C:17]([C:35]5[N:36]=[N:37][CH:38]=[CH:39][CH:40]=5)=[CH:16][C:15]=4[NH:14][C:13]=3[C:12]([C:31]([NH2:33])=[O:32])=[CH:11][N:10]=2)[CH:5]2[CH2:6][CH2:7]2)[CH2:3][CH2:2]1. The catalyst class is: 62.